Dataset: Forward reaction prediction with 1.9M reactions from USPTO patents (1976-2016). Task: Predict the product of the given reaction. (1) Given the reactants OS(O)(=O)=O.[CH3:6][C:7]1[O:11][C:10]([C@H:12]([NH:15][C@H:16]([C:23]2[CH:28]=[CH:27][CH:26]=[CH:25][CH:24]=2)[CH2:17][O:18][Si](C)(C)C)[CH2:13][CH3:14])=[CH:9][CH:8]=1.[NH4+].[OH-].[OH-].[Na+], predict the reaction product. The product is: [CH3:6][C:7]1[O:11][C:10]([C@H:12]([NH:15][C@H:16]([C:23]2[CH:24]=[CH:25][CH:26]=[CH:27][CH:28]=2)[CH2:17][OH:18])[CH2:13][CH3:14])=[CH:9][CH:8]=1. (2) Given the reactants Cl[C:2](OC1C=CC([N+]([O-])=O)=CC=1)=[O:3].[CH2:14]([O:21][C:22]1[C:27]([CH3:28])=[CH:26][C:25]([CH2:29][C@@H:30]([OH:35])[C:31]([O:33][CH3:34])=[O:32])=[CH:24][C:23]=1[CH3:36])[C:15]1[CH:20]=[CH:19][CH:18]=[CH:17][CH:16]=1.[NH:37]1[CH2:42][CH2:41][CH:40]([N:43]2[C:47]3[CH:48]=[N:49][C:50]4[CH:51]=[CH:52][CH:53]=[CH:54][C:55]=4[C:46]=3[NH:45][C:44]2=[O:56])[CH2:39][CH2:38]1, predict the reaction product. The product is: [O:56]=[C:44]1[N:43]([CH:40]2[CH2:39][CH2:38][N:37]([C:2]([O:35][C@@H:30]([C:31]([O:33][CH3:34])=[O:32])[CH2:29][C:25]3[CH:24]=[C:23]([CH3:36])[C:22]([O:21][CH2:14][C:15]4[CH:20]=[CH:19][CH:18]=[CH:17][CH:16]=4)=[C:27]([CH3:28])[CH:26]=3)=[O:3])[CH2:42][CH2:41]2)[C:47]2[CH:48]=[N:49][C:50]3[CH:51]=[CH:52][CH:53]=[CH:54][C:55]=3[C:46]=2[NH:45]1. (3) Given the reactants [Br:1][C:2]1[CH:3]=[C:4]2[C:8](=[C:9]([C:11]([NH2:13])=[O:12])[CH:10]=1)[NH:7][N:6]=[C:5]2[CH:14]1[CH2:19][CH2:18][NH:17][CH2:16][CH2:15]1.C(N(CC)CC)C.[CH2:27]([S:29](Cl)(=[O:31])=[O:30])[CH3:28], predict the reaction product. The product is: [Br:1][C:2]1[CH:3]=[C:4]2[C:8](=[C:9]([C:11]([NH2:13])=[O:12])[CH:10]=1)[NH:7][N:6]=[C:5]2[CH:14]1[CH2:15][CH2:16][N:17]([S:29]([CH2:27][CH3:28])(=[O:31])=[O:30])[CH2:18][CH2:19]1. (4) Given the reactants [F:1][C:2]([F:33])([F:32])[C:3]1[CH:8]=[CH:7][C:6]([NH:9][C:10](=[O:31])[NH:11][C:12]2[CH:17]=[CH:16][C:15]([CH:18]3[O:23][CH2:22][CH2:21][N:20](C(OC(C)(C)C)=O)[CH2:19]3)=[CH:14][CH:13]=2)=[CH:5][CH:4]=1.[ClH:34], predict the reaction product. The product is: [ClH:34].[NH:20]1[CH2:21][CH2:22][O:23][CH:18]([C:15]2[CH:16]=[CH:17][C:12]([NH:11][C:10]([NH:9][C:6]3[CH:7]=[CH:8][C:3]([C:2]([F:32])([F:33])[F:1])=[CH:4][CH:5]=3)=[O:31])=[CH:13][CH:14]=2)[CH2:19]1.